This data is from CYP1A2 inhibition data for predicting drug metabolism from PubChem BioAssay. The task is: Regression/Classification. Given a drug SMILES string, predict its absorption, distribution, metabolism, or excretion properties. Task type varies by dataset: regression for continuous measurements (e.g., permeability, clearance, half-life) or binary classification for categorical outcomes (e.g., BBB penetration, CYP inhibition). Dataset: cyp1a2_veith. (1) The compound is CC(C)CC1NC(=S)N(C2CCCCC2)C1=O. The result is 0 (non-inhibitor). (2) The compound is CCOc1c2ccc(C(=O)NCc3ccc(OC)cc3)cc2nn1CCOC. The result is 0 (non-inhibitor). (3) The compound is NCCNS(=O)(=O)c1cccc2cnccc12. The result is 0 (non-inhibitor). (4) The drug is Cn1c(=O)cnc2cnc(Oc3ccccc3)nc21. The result is 1 (inhibitor).